This data is from Retrosynthesis with 50K atom-mapped reactions and 10 reaction types from USPTO. The task is: Predict the reactants needed to synthesize the given product. (1) Given the product CCOC(=O)C=Cc1cn(C)c2ccc(OCc3ccccc3)cc12, predict the reactants needed to synthesize it. The reactants are: CCOC(=O)CP(=O)(OCC)OCC.Cn1cc(C=O)c2cc(OCc3ccccc3)ccc21. (2) Given the product NC1=N[C@@]2(CCO1)c1cc(NC(=O)c3ccc(Cl)cn3)ccc1Oc1ncc(C3=CCCOC3)cc12, predict the reactants needed to synthesize it. The reactants are: CC1(C)OB(C2=CCCOC2)OC1(C)C.NC1=N[C@@]2(CCO1)c1cc(NC(=O)c3ccc(Cl)cn3)ccc1Oc1ncc(Br)cc12.